From a dataset of Full USPTO retrosynthesis dataset with 1.9M reactions from patents (1976-2016). Predict the reactants needed to synthesize the given product. (1) Given the product [NH:18]1[C:19]2[C:15](=[CH:14][C:13]([NH:12][C:6]3[C:5]4[C:10](=[CH:11][C:2]([O:1][CH2:31][CH2:30][N:28]([CH2:27][CH2:26][O:25][CH3:24])[CH3:29])=[C:3]([O:22][CH3:23])[CH:4]=4)[N:9]=[CH:8][N:7]=3)=[CH:21][CH:20]=2)[CH:16]=[CH:17]1, predict the reactants needed to synthesize it. The reactants are: [OH:1][C:2]1[CH:11]=[C:10]2[C:5]([C:6]([NH:12][C:13]3[CH:14]=[C:15]4[C:19](=[CH:20][CH:21]=3)[NH:18][CH:17]=[CH:16]4)=[N:7][CH:8]=[N:9]2)=[CH:4][C:3]=1[O:22][CH3:23].[CH3:24][O:25][CH2:26][CH2:27][N:28]([CH2:30][CH2:31]O)[CH3:29]. (2) Given the product [CH:29]1([CH2:32][N:13]2[CH2:12][C:11]3[C:15](=[CH:16][CH:17]=[C:9]([NH:8][C:5]4[N:4]=[C:3]([NH:18][C@@H:19]5[CH2:24][CH2:23][CH2:22][N:21]([C:25](=[O:28])[CH:26]=[CH2:27])[CH2:20]5)[C:2]([F:1])=[CH:7][N:6]=4)[CH:10]=3)[CH2:14]2)[CH2:31][CH2:30]1, predict the reactants needed to synthesize it. The reactants are: [F:1][C:2]1[C:3]([NH:18][C@@H:19]2[CH2:24][CH2:23][CH2:22][N:21]([C:25](=[O:28])[CH:26]=[CH2:27])[CH2:20]2)=[N:4][C:5]([NH:8][C:9]2[CH:10]=[C:11]3[C:15](=[CH:16][CH:17]=2)[CH2:14][NH:13][CH2:12]3)=[N:6][CH:7]=1.[CH:29]1([CH:32]=O)[CH2:31][CH2:30]1.[BH-](OC(C)=O)(OC(C)=O)OC(C)=O.[Na+].